Predict the product of the given reaction. From a dataset of Forward reaction prediction with 1.9M reactions from USPTO patents (1976-2016). (1) Given the reactants C([Li])CCC.[CH3:6][N:7]1[CH:11]=[CH:10][N:9]=[CH:8]1.[CH3:12][O:13][C:14](=[O:29])[C:15]1[CH:27]=[C:26](I)[CH:25]=[C:17]([C:18]([N:20]([CH3:24])[CH2:21][CH2:22][CH3:23])=[O:19])[CH:16]=1, predict the reaction product. The product is: [CH3:12][O:13][C:14](=[O:29])[C:15]1[CH:27]=[C:26]([C:8]2[N:7]([CH3:6])[CH:11]=[CH:10][N:9]=2)[CH:25]=[C:17]([C:18]([N:20]([CH3:24])[CH2:21][CH2:22][CH3:23])=[O:19])[CH:16]=1. (2) Given the reactants O[C:2]1[CH:7]=[C:6]([C:8]2[N:9]=[C:10]([CH:13]([CH3:15])[CH3:14])[S:11][CH:12]=2)[N:5]=[C:4]2[C:16]3[C:22]([Cl:23])=[C:21]([O:24][CH3:25])[CH:20]=[CH:19][C:17]=3[O:18][C:3]=12.O=P(Cl)(Cl)[Cl:28], predict the reaction product. The product is: [Cl:28][C:2]1[CH:7]=[C:6]([C:8]2[N:9]=[C:10]([CH:13]([CH3:15])[CH3:14])[S:11][CH:12]=2)[N:5]=[C:4]2[C:16]3[C:22]([Cl:23])=[C:21]([O:24][CH3:25])[CH:20]=[CH:19][C:17]=3[O:18][C:3]=12. (3) Given the reactants [C:1]1(B(O)O)[CH:6]=[CH:5][CH:4]=[CH:3][CH:2]=1.C(=O)([O-])[O-].[Na+].[Na+].Br[C:17]1[CH:18]=[C:19]2[C:23](=[CH:24][C:25]=1Br)[N:22]([CH2:27][O:28][CH2:29][CH2:30][Si:31]([CH3:34])([CH3:33])[CH3:32])[N:21]=[C:20]2[NH:35][C:36](=[O:40])[CH2:37][CH2:38][CH3:39], predict the reaction product. The product is: [C:1]1([C:17]2[CH:18]=[C:19]3[C:23](=[CH:24][C:25]=2[C:1]2[CH:6]=[CH:5][CH:4]=[CH:3][CH:2]=2)[N:22]([CH2:27][O:28][CH2:29][CH2:30][Si:31]([CH3:34])([CH3:33])[CH3:32])[N:21]=[C:20]3[NH:35][C:36](=[O:40])[CH2:37][CH2:38][CH3:39])[CH:6]=[CH:5][CH:4]=[CH:3][CH:2]=1. (4) The product is: [N:39]12[CH2:46][CH2:45][C:42]([CH2:47][NH:48][C:2]3[N:7]=[CH:6][C:5]([C:8]4[N:13]5[N:14]=[C:15]([C:24]6[CH:29]=[CH:28][N:27]=[CH:26][CH:25]=6)[C:16]([C:17]6[CH:18]=[C:19]([OH:23])[CH:20]=[CH:21][CH:22]=6)=[C:12]5[N:11]=[CH:10][CH:9]=4)=[CH:4][CH:3]=3)([CH2:43][CH2:44]1)[CH2:41][CH2:40]2. Given the reactants Br[C:2]1[N:7]=[CH:6][C:5]([C:8]2[N:13]3[N:14]=[C:15]([C:24]4[CH:29]=[CH:28][N:27]=[CH:26][CH:25]=4)[C:16]([C:17]4[CH:18]=[C:19]([OH:23])[CH:20]=[CH:21][CH:22]=4)=[C:12]3[N:11]=[CH:10][CH:9]=2)=[CH:4][CH:3]=1.C(N(C(C)C)CC)(C)C.[N:39]12[CH2:46][CH2:45][C:42]([CH2:47][NH2:48])([CH2:43][CH2:44]1)[CH2:41][CH2:40]2, predict the reaction product. (5) Given the reactants C(OC([N:8]1[CH2:13][CH2:12][CH:11]([CH2:14][C:15]2[CH:16]=[C:17]3[C:21](=[C:22]([Cl:24])[CH:23]=2)[C:20](=[O:25])[N:19]([CH2:26][C:27]2[CH:32]=[CH:31][C:30]([O:33][C:34]([F:37])([F:36])[F:35])=[CH:29][CH:28]=2)[CH2:18]3)[CH2:10][CH2:9]1)=O)(C)(C)C.FC(F)(F)C(O)=O, predict the reaction product. The product is: [Cl:24][C:22]1[CH:23]=[C:15]([CH2:14][CH:11]2[CH2:12][CH2:13][NH:8][CH2:9][CH2:10]2)[CH:16]=[C:17]2[C:21]=1[C:20](=[O:25])[N:19]([CH2:26][C:27]1[CH:32]=[CH:31][C:30]([O:33][C:34]([F:36])([F:37])[F:35])=[CH:29][CH:28]=1)[CH2:18]2. (6) Given the reactants C[O:2][C:3](=[O:33])[CH2:4][C@H:5]1[C:9]2[CH:10]=[CH:11][C:12]([O:14][C@:15]3([CH2:25][C:26]4[CH:27]=[N:28][C:29]([Cl:32])=[CH:30][CH:31]=4)[C:23]4[C:18](=[CH:19][CH:20]=[CH:21][C:22]=4[F:24])[CH2:17][CH2:16]3)=[CH:13][C:8]=2[O:7][CH2:6]1.[OH-].[Na+].Cl.CC#N.O, predict the reaction product. The product is: [Cl:32][C:29]1[N:28]=[CH:27][C:26]([CH2:25][C@@:15]2([O:14][C:12]3[CH:11]=[CH:10][C:9]4[C@H:5]([CH2:4][C:3]([OH:33])=[O:2])[CH2:6][O:7][C:8]=4[CH:13]=3)[C:23]3[C:18](=[CH:19][CH:20]=[CH:21][C:22]=3[F:24])[CH2:17][CH2:16]2)=[CH:31][CH:30]=1. (7) Given the reactants COC[O:4][C:5]1[CH:10]=[CH:9][C:8]([CH:11]([CH3:17])[C:12]([O:14][CH2:15][CH3:16])=[O:13])=[CH:7][CH:6]=1.FC(F)(F)C(O)=O.C(=O)(O)[O-].[Na+].O, predict the reaction product. The product is: [OH:4][C:5]1[CH:6]=[CH:7][C:8]([CH:11]([CH3:17])[C:12]([O:14][CH2:15][CH3:16])=[O:13])=[CH:9][CH:10]=1. (8) Given the reactants [NH2:1][C:2]1[CH:3]=[C:4]([N:16]([CH3:26])[S:17]([C:20]2[CH:25]=[CH:24][CH:23]=[CH:22][CH:21]=2)(=[O:19])=[O:18])[CH:5]=[CH:6][C:7]=1[NH:8][CH2:9][CH:10]1[CH2:15][CH2:14][O:13][CH2:12][CH2:11]1.C(N(C(C)C)CC)(C)C.[F:36][C:37]([F:43])([F:42])[CH2:38][C:39](O)=O.CN(C(ON1N=NC2C=CC=NC1=2)=[N+](C)C)C.F[P-](F)(F)(F)(F)F, predict the reaction product. The product is: [CH3:26][N:16]([C:4]1[CH:5]=[CH:6][C:7]2[N:8]([CH2:9][CH:10]3[CH2:15][CH2:14][O:13][CH2:12][CH2:11]3)[C:39]([CH2:38][C:37]([F:43])([F:42])[F:36])=[N:1][C:2]=2[CH:3]=1)[S:17]([C:20]1[CH:25]=[CH:24][CH:23]=[CH:22][CH:21]=1)(=[O:19])=[O:18]. (9) Given the reactants [CH3:1][O:2][C:3]1[CH:4]=[C:5]([C:11]2[C:19]3[C:14](=[N:15][CH:16]=[CH:17][CH:18]=3)[NH:13][CH:12]=2)[CH:6]=[CH:7][C:8]=1[O:9][CH3:10].[H-].[Na+].[N+:22]([C:25]1[CH:26]=[C:27]([CH:30]=[CH:31][CH:32]=1)[CH2:28]Cl)([O-:24])=[O:23], predict the reaction product. The product is: [CH3:1][O:2][C:3]1[CH:4]=[C:5]([C:11]2[C:19]3[C:14](=[N:15][CH:16]=[CH:17][CH:18]=3)[N:13]([CH2:28][C:27]3[CH:30]=[CH:31][CH:32]=[C:25]([N+:22]([O-:24])=[O:23])[CH:26]=3)[CH:12]=2)[CH:6]=[CH:7][C:8]=1[O:9][CH3:10]. (10) Given the reactants [N:1]1([CH2:7][CH2:8][NH2:9])[CH2:6][CH2:5][O:4][CH2:3][CH2:2]1.Cl[C:11]1[CH:16]=[C:15]([C:17]2[CH:22]=[CH:21][CH:20]=[C:19]([CH3:23])[C:18]=2[CH3:24])[N:14]=[C:13]([NH2:25])[N:12]=1, predict the reaction product. The product is: [CH3:24][C:18]1[C:19]([CH3:23])=[CH:20][CH:21]=[CH:22][C:17]=1[C:15]1[N:14]=[C:13]([NH2:25])[N:12]=[C:11]([NH:9][CH2:8][CH2:7][N:1]2[CH2:6][CH2:5][O:4][CH2:3][CH2:2]2)[CH:16]=1.